Dataset: Full USPTO retrosynthesis dataset with 1.9M reactions from patents (1976-2016). Task: Predict the reactants needed to synthesize the given product. (1) Given the product [CH3:1][N:2]([S:15]([C:18]1[S:19][CH:20]=[CH:21][CH:22]=1)(=[O:17])=[O:16])[C:3]1[CH:4]=[CH:5][CH:6]=[C:7]2[C:11]=1[NH:10][C:9]([C:12]1[S:14][CH:25]([CH2:24][C:23]([O:28][CH2:29][CH3:30])=[O:27])[CH2:26][N:13]=1)=[CH:8]2, predict the reactants needed to synthesize it. The reactants are: [CH3:1][N:2]([S:15]([C:18]1[S:19][CH:20]=[CH:21][CH:22]=1)(=[O:17])=[O:16])[C:3]1[CH:4]=[CH:5][CH:6]=[C:7]2[C:11]=1[NH:10][C:9]([C:12](=[S:14])[NH2:13])=[CH:8]2.[C:23]([O:28][CH2:29][CH3:30])(=[O:27])[C:24]#[C:25][CH3:26].C(P(CCCC)CCCC)CCC.O1CCCC1. (2) Given the product [CH2:27]([C:29]1[CH:34]=[CH:33][CH:32]=[C:31]([CH3:35])[C:30]=1[NH:36][C:37]([NH:39][C:40]([NH:24][CH2:23][CH2:22][CH2:21][C:17]1[CH:18]=[CH:19][CH:20]=[C:15]([C:12]2[N:13]=[CH:14][N:10]([C:7]3[CH:6]=[CH:5][C:4]([O:3][C:2]([F:1])([F:25])[F:26])=[CH:9][CH:8]=3)[N:11]=2)[CH:16]=1)=[O:42])=[S:38])[CH3:28], predict the reactants needed to synthesize it. The reactants are: [F:1][C:2]([F:26])([F:25])[O:3][C:4]1[CH:9]=[CH:8][C:7]([N:10]2[CH:14]=[N:13][C:12]([C:15]3[CH:16]=[C:17]([CH2:21][CH2:22][CH2:23][NH2:24])[CH:18]=[CH:19][CH:20]=3)=[N:11]2)=[CH:6][CH:5]=1.[CH2:27]([C:29]1[CH:34]=[CH:33][CH:32]=[C:31]([CH3:35])[C:30]=1[NH:36][C:37]([NH2:39])=[S:38])[CH3:28].[C:40]([O-])(=[O:42])C.[Na+]. (3) Given the product [Cl:33][C:8]1[CH:9]=[C:10]([C:17](=[O:32])[NH:18][CH2:19][C:20]2[CH:25]=[C:24]([Cl:26])[CH:23]=[CH:22][C:21]=2[S:27]([CH2:30][CH3:31])(=[O:28])=[O:29])[CH:11]=[C:12]([C:13]([F:14])([F:15])[F:16])[C:7]=1[CH2:6][N:36]1[CH2:41][CH2:40][CH2:39][C@H:38]([NH:42][C:43]([C:45]2[CH:50]=[CH:49][CH:48]=[CH:47][N:46]=2)=[O:44])[CH2:37]1, predict the reactants needed to synthesize it. The reactants are: CS(O[CH2:6][C:7]1[C:12]([C:13]([F:16])([F:15])[F:14])=[CH:11][C:10]([C:17](=[O:32])[NH:18][CH2:19][C:20]2[CH:25]=[C:24]([Cl:26])[CH:23]=[CH:22][C:21]=2[S:27]([CH2:30][CH3:31])(=[O:29])=[O:28])=[CH:9][C:8]=1[Cl:33])(=O)=O.Cl.Cl.[NH:36]1[CH2:41][CH2:40][CH2:39][C@H:38]([NH:42][C:43]([C:45]2[CH:50]=[CH:49][CH:48]=[CH:47][N:46]=2)=[O:44])[CH2:37]1.C(=O)([O-])[O-].[K+].[K+]. (4) Given the product [Br:9][CH2:10][CH2:11][CH2:12][CH2:13][S:8]([C:2]1[CH:7]=[CH:6][CH:5]=[CH:4][CH:3]=1)(=[O:15])=[O:20], predict the reactants needed to synthesize it. The reactants are: [Na].[C:2]1([SH:8])[CH:7]=[CH:6][CH:5]=[CH:4][CH:3]=1.[Br:9][CH2:10][CH2:11][CH2:12][CH2:13]Br.[O:15]1CCCC1.[OH2:20]. (5) Given the product [F:3][C:4]1[CH:5]=[CH:6][C:7]([CH2:8][N:9]2[C:15](=[O:16])[C:14]3[C:13](=[CH:22][CH:21]=[C:20]([C:23]([C:25]4[N:29]5[CH:30]=[CH:31][CH:32]=[CH:33][C:28]5=[C:27]([C:34]5[CH:35]=[C:36]([CH:37]=[CH:38][CH:39]=5)[C:40]([OH:42])=[O:41])[N:26]=4)=[O:24])[CH:19]=3)[NH:12][C:10]2=[O:11])=[CH:44][CH:45]=1, predict the reactants needed to synthesize it. The reactants are: [OH-].[Na+].[F:3][C:4]1[CH:45]=[CH:44][C:7]([CH2:8][NH:9][C:10]([NH:12][C:13]2[CH:22]=[CH:21][C:20]([C:23]([C:25]3[N:29]4[CH:30]=[CH:31][CH:32]=[CH:33][C:28]4=[C:27]([C:34]4[CH:39]=[CH:38][CH:37]=[C:36]([C:40]([O:42]C)=[O:41])[CH:35]=4)[N:26]=3)=[O:24])=[CH:19][C:14]=2[C:15](OC)=[O:16])=[O:11])=[CH:6][CH:5]=1.Cl. (6) The reactants are: [CH:1]1([C:4]2[N:8]=[C:7]([C:9]3[C:10]4[CH2:25][CH2:24][CH2:23][CH2:22][C:11]=4[S:12][C:13]=3[NH:14][C:15](=[O:21])OC(C)(C)C)[O:6][N:5]=2)[CH2:3][CH2:2]1.C(O)(C(F)(F)F)=O.[C:33]12C(=O)[O:40][C:38](=[O:39])[C:34]=1[CH2:35][CH2:36][CH2:37]2. Given the product [CH:1]1([C:4]2[N:8]=[C:7]([C:9]3[C:10]4[CH2:25][CH2:24][CH2:23][CH2:22][C:11]=4[S:12][C:13]=3[NH:14][C:15]([C:33]3[CH2:37][CH2:36][CH2:35][C:34]=3[C:38]([OH:40])=[O:39])=[O:21])[O:6][N:5]=2)[CH2:2][CH2:3]1, predict the reactants needed to synthesize it. (7) Given the product [C:1]([O:5][C:6]([N:8]1[C:16]2[C:15](=[CH:14][CH:13]=[CH:12][CH:11]=2)[CH:10]=[C:9]1[C:17]1[C:18](=[O:32])[N:19]([CH3:24])[CH:20]=[C:21]([NH:23][C:53]([C:51]2[CH:50]=[N:49][N:48]([C@H:46]([C:40]3[CH:45]=[CH:44][CH:43]=[CH:42][CH:41]=3)[CH3:47])[CH:52]=2)=[O:54])[CH:22]=1)=[O:7])([CH3:4])([CH3:2])[CH3:3], predict the reactants needed to synthesize it. The reactants are: [C:1]([O:5][C:6]([N:8]1[C:16]2[C:11](=[CH:12][CH:13]=[CH:14][CH:15]=2)[CH:10]=[C:9]1[C:17]1[C:18](=[O:32])[N:19]([CH2:24]OCC[Si](C)(C)C)[CH:20]=[C:21]([NH2:23])[CH:22]=1)=[O:7])([CH3:4])([CH3:3])[CH3:2].C(N(CC)CC)C.[C:40]1([C@@H:46]([N:48]2[CH:52]=[C:51]([C:53](Cl)=[O:54])[CH:50]=[N:49]2)[CH3:47])[CH:45]=[CH:44][CH:43]=[CH:42][CH:41]=1. (8) Given the product [NH2:24][CH2:23][C@@H:20]1[CH2:21][CH2:22][N:18]([C:16]2[C:15]3[C:10](=[CH:11][C:12]([CH3:35])=[CH:13][CH:14]=3)[N:9]=[C:8]([C:3]3[CH:4]=[CH:5][CH:6]=[CH:7][C:2]=3[OH:1])[N:17]=2)[CH2:19]1, predict the reactants needed to synthesize it. The reactants are: [OH:1][C:2]1[CH:7]=[CH:6][CH:5]=[CH:4][C:3]=1[C:8]1[N:17]=[C:16]([N:18]2[CH2:22][CH2:21][C@@H:20]([CH2:23][NH:24]C(=O)OCC3C=CC=CC=3)[CH2:19]2)[C:15]2[C:10](=[CH:11][C:12]([CH3:35])=[CH:13][CH:14]=2)[N:9]=1. (9) Given the product [Br:15][C:14]1[C:8]2[C:9](=[N:10][N:6]([CH2:5][C:2]([NH:1][C:25](=[S:26])[C:24]3[CH:23]=[CH:22][C:21]([C:20]([F:19])([F:30])[F:31])=[CH:29][CH:28]=3)([C:3]#[N:4])[CH3:18])[N:7]=2)[C:11]([Cl:17])=[CH:12][C:13]=1[Cl:16], predict the reactants needed to synthesize it. The reactants are: [NH2:1][C:2]([CH3:18])([CH2:5][N:6]1[N:10]=[C:9]2[C:11]([Cl:17])=[CH:12][C:13]([Cl:16])=[C:14]([Br:15])[C:8]2=[N:7]1)[C:3]#[N:4].[F:19][C:20]([F:31])([F:30])[C:21]1[CH:29]=[CH:28][C:24]([C:25](Cl)=[S:26])=[CH:23][CH:22]=1. (10) Given the product [CH3:15][O:16][C:17]1[CH:18]=[C:19]([CH:20]=[C:21]([N+:23]([O-:25])=[O:24])[CH:22]=1)[O:26][CH2:36][CH2:35][O:34][CH2:33][CH2:32][O:31][CH2:30][CH2:29][N:28]([CH3:27])[CH3:38], predict the reactants needed to synthesize it. The reactants are: CC(OC(/N=N/C(OC(C)C)=O)=O)C.[CH3:15][O:16][C:17]1[CH:18]=[C:19]([OH:26])[CH:20]=[C:21]([N+:23]([O-:25])=[O:24])[CH:22]=1.[CH3:27][N:28]([CH3:38])[CH2:29][CH2:30][O:31][CH2:32][CH2:33][O:34][CH2:35][CH2:36]O.C1C=CC(P(C2C=CC=CC=2)C2C=CC=CC=2)=CC=1.